Dataset: TCR-epitope binding with 47,182 pairs between 192 epitopes and 23,139 TCRs. Task: Binary Classification. Given a T-cell receptor sequence (or CDR3 region) and an epitope sequence, predict whether binding occurs between them. The epitope is KLGGALQAK. The TCR CDR3 sequence is CARSLINEQFF. Result: 0 (the TCR does not bind to the epitope).